Dataset: Catalyst prediction with 721,799 reactions and 888 catalyst types from USPTO. Task: Predict which catalyst facilitates the given reaction. (1) Reactant: [H-].[Na+].Cl[CH2:4][CH2:5][S:6](Cl)(=[O:8])=[O:7].[CH3:10][O:11][C:12]1[CH:13]=[C:14]([C:18]2[CH:23]=[CH:22][C:21]([C:24]3[C:25]([NH2:30])=[N:26][CH:27]=[CH:28][CH:29]=3)=[CH:20][CH:19]=2)[CH:15]=[CH:16][CH:17]=1. Product: [CH3:10][O:11][C:12]1[CH:13]=[C:14]([C:18]2[CH:23]=[CH:22][C:21]([C:24]3[C:25]4=[N:30][S:6](=[O:8])(=[O:7])[CH2:5][CH2:4][N:26]4[CH:27]=[CH:28][CH:29]=3)=[CH:20][CH:19]=2)[CH:15]=[CH:16][CH:17]=1. The catalyst class is: 1. (2) Reactant: [C:1]([O:5][C:6]([NH:8][C:9]([CH3:22])([CH2:13][O:14][Si:15]([C:18]([CH3:21])([CH3:20])[CH3:19])([CH3:17])[CH3:16])[C:10]([OH:12])=O)=[O:7])([CH3:4])([CH3:3])[CH3:2].CCN(C(C)C)C(C)C.C(P1(=O)OP(CCC)(=O)OP(CCC)(=O)O1)CC.[NH2:50][C@H:51]([CH2:72][O:73][CH2:74][C:75]1[CH:80]=[CH:79][CH:78]=[CH:77][CH:76]=1)[C:52]([N:54]1[CH2:71][CH2:70][CH2:69][C:56]2([C:60](=[O:61])[N:59]([CH3:62])[CH2:58][CH:57]2[C:63]2[CH:68]=[CH:67][CH:66]=[CH:65][CH:64]=2)[CH2:55]1)=[O:53]. Product: [CH3:22][C:9]([NH:8][C:6](=[O:7])[O:5][C:1]([CH3:3])([CH3:4])[CH3:2])([CH2:13][O:14][Si:15]([CH3:17])([CH3:16])[C:18]([CH3:20])([CH3:21])[CH3:19])[C:10](=[O:12])[NH:50][C@@H:51]([C:52]([N:54]1[CH2:71][CH2:70][CH2:69][C:56]2([C:60](=[O:61])[N:59]([CH3:62])[CH2:58][CH:57]2[C:63]2[CH:68]=[CH:67][CH:66]=[CH:65][CH:64]=2)[CH2:55]1)=[O:53])[CH2:72][O:73][CH2:74][C:75]1[CH:80]=[CH:79][CH:78]=[CH:77][CH:76]=1. The catalyst class is: 517. (3) Reactant: C[O:2][C:3]1[C:8]([C:9](=[O:20])[NH:10][CH2:11][CH2:12][CH2:13][N:14]2[CH2:18][CH2:17][CH2:16][C:15]2=[O:19])=[CH:7][C:6]([NH:21][C:22]([C:24]2[N:25]=[C:26]([CH:29]3[CH2:31][CH2:30]3)[O:27][CH:28]=2)=[O:23])=[C:5]([N:32]2[CH2:37][CH2:36][N:35]([C:38]3[CH:43]=[CH:42][CH:41]=[CH:40][C:39]=3[CH3:44])[CH2:34][CH2:33]2)[CH:4]=1.[Br-].[Mg+2].[Br-]. Product: [OH:2][C:3]1[C:8]([C:9](=[O:20])[NH:10][CH2:11][CH2:12][CH2:13][N:14]2[CH2:18][CH2:17][CH2:16][C:15]2=[O:19])=[CH:7][C:6]([NH:21][C:22]([C:24]2[N:25]=[C:26]([CH:29]3[CH2:30][CH2:31]3)[O:27][CH:28]=2)=[O:23])=[C:5]([N:32]2[CH2:33][CH2:34][N:35]([C:38]3[CH:43]=[CH:42][CH:41]=[CH:40][C:39]=3[CH3:44])[CH2:36][CH2:37]2)[CH:4]=1. The catalyst class is: 17. (4) Reactant: [OH:1][C:2]1[CH:3]=[C:4]([CH:15]=[CH:16][C:17]=1[O:18][CH3:19])[CH:5]=[C:6]([C:11]([O:13][CH3:14])=[O:12])[C:7]([O:9][CH3:10])=[O:8]. Product: [OH:1][C:2]1[CH:3]=[C:4]([CH:15]=[CH:16][C:17]=1[O:18][CH3:19])[CH2:5][CH:6]([C:11]([O:13][CH3:14])=[O:12])[C:7]([O:9][CH3:10])=[O:8]. The catalyst class is: 19.